From a dataset of Full USPTO retrosynthesis dataset with 1.9M reactions from patents (1976-2016). Predict the reactants needed to synthesize the given product. (1) Given the product [C:48]([O:67][CH2:22][CH:20]([CH2:19][O:18][C:1](=[O:17])[CH2:2][CH2:3][CH2:4][CH2:5][CH2:6][CH2:7][CH2:8][CH2:9][CH2:10][CH2:11][CH2:12][CH2:13][CH2:14][CH2:15][CH3:16])[OH:21])(=[O:66])[CH2:49][CH2:50][CH2:51][CH2:52][CH2:53][CH2:54][CH2:55]/[CH:56]=[CH:57]\[CH2:58][CH2:59][CH2:60][CH2:61][CH2:62][CH2:63][CH2:64][CH3:65], predict the reactants needed to synthesize it. The reactants are: [C:1]([O:18][CH2:19][CH:20]([CH2:22]O)[OH:21])(=[O:17])[CH2:2][CH2:3][CH2:4][CH2:5][CH2:6][CH2:7][CH2:8][CH2:9][CH2:10][CH2:11][CH2:12][CH2:13][CH2:14][CH2:15][CH3:16].C1(N=C=NC2CCCCC2)CCCCC1.CN(C1C=CC=CN=1)C.[C:48]([OH:67])(=[O:66])[CH2:49][CH2:50][CH2:51][CH2:52][CH2:53][CH2:54][CH2:55]/[CH:56]=[CH:57]\[CH2:58][CH2:59][CH2:60][CH2:61][CH2:62][CH2:63][CH2:64][CH3:65]. (2) Given the product [CH:3]1([C:9]2[C:10]3[CH:11]=[CH:12][C:13]([C:29]([O:31][CH3:32])=[O:30])=[CH:14][C:15]=3[N:16]3[C:23]=2[C:22]2[CH:24]=[CH:25][CH:26]=[CH:27][C:21]=2[N:20]([CH2:35][CH2:36][N:37]([CH3:39])[CH3:38])[C:19](=[O:28])[CH2:18][CH2:17]3)[CH2:4][CH2:5][CH2:6][CH2:7][CH2:8]1, predict the reactants needed to synthesize it. The reactants are: [H-].[Na+].[CH:3]1([C:9]2[C:10]3[CH:11]=[CH:12][C:13]([C:29]([O:31][CH3:32])=[O:30])=[CH:14][C:15]=3[N:16]3[C:23]=2[C:22]2[CH:24]=[CH:25][CH:26]=[CH:27][C:21]=2[NH:20][C:19](=[O:28])[CH2:18][CH2:17]3)[CH2:8][CH2:7][CH2:6][CH2:5][CH2:4]1.Cl.Cl[CH2:35][CH2:36][N:37]([CH3:39])[CH3:38].ClCCN(C)C.N1C2C(=CC=CC=2)C=C1. (3) Given the product [Cl:23][C:21]1[CH:20]=[C:19]([C@H:24]([N:9]2[C:10]3[C:6](=[CH:5][CH:4]=[CH:3][C:2]=3[F:1])[C:7]([CH3:13])([CH3:12])[C:8]2=[O:11])[C@H:25]([OH:26])[CH2:27][OH:28])[CH:18]=[C:17]([F:16])[CH:22]=1, predict the reactants needed to synthesize it. The reactants are: [F:1][C:2]1[CH:3]=[CH:4][CH:5]=[C:6]2[C:10]=1[NH:9][C:8](=[O:11])[C:7]2([CH3:13])[CH3:12].[H-].[Na+].[F:16][C:17]1[CH:18]=[C:19]([C@H:24]2[O:26][C@@H:25]2[CH2:27][OH:28])[CH:20]=[C:21]([Cl:23])[CH:22]=1.[Na].N1C2C(=CC=CC=2)CC1=O. (4) Given the product [CH2:9]([O:16][C:17]1[CH:22]=[CH:21][N:20]([CH:23]2[CH2:28][CH2:27][N:26]([C:29]([O:31][C:32]([CH3:33])([CH3:35])[CH3:34])=[O:30])[CH2:25][CH2:24]2)[C:19](=[O:36])[C:18]=1[I:1])[C:10]1[CH:15]=[CH:14][CH:13]=[CH:12][CH:11]=1, predict the reactants needed to synthesize it. The reactants are: [I:1]N1C(=O)CCC1=O.[CH2:9]([O:16][C:17]1[CH:22]=[CH:21][N:20]([CH:23]2[CH2:28][CH2:27][N:26]([C:29]([O:31][C:32]([CH3:35])([CH3:34])[CH3:33])=[O:30])[CH2:25][CH2:24]2)[C:19](=[O:36])[CH:18]=1)[C:10]1[CH:15]=[CH:14][CH:13]=[CH:12][CH:11]=1.C(=O)(O)[O-].[Na+]. (5) Given the product [CH2:1]([O:8][C:9](=[O:29])[C@@H:10]([NH:21][C:22](=[O:23])[C@@H:54]([NH:53][C:46]([O:48][C:49]([CH3:52])([CH3:51])[CH3:50])=[O:47])[CH3:55])[CH2:11][C:12]1[C:20]2[C:15](=[CH:16][CH:17]=[CH:18][CH:19]=2)[NH:14][CH:13]=1)[C:2]1[CH:7]=[CH:6][CH:5]=[CH:4][CH:3]=1, predict the reactants needed to synthesize it. The reactants are: [CH2:1]([O:8][C:9](=[O:29])[C@@H:10]([NH:21][C:22](OC(C)(C)C)=[O:23])[CH2:11][C:12]1[C:20]2[C:15](=[CH:16][CH:17]=[CH:18][CH:19]=2)[NH:14][CH:13]=1)[C:2]1[CH:7]=[CH:6][CH:5]=[CH:4][CH:3]=1.FC(F)(F)C(O)=O.C(N(CC)C(C)C)(C)C.[C:46]([NH:53][C@H:54](C(O)=O)[CH3:55])([O:48][C:49]([CH3:52])([CH3:51])[CH3:50])=[O:47].CN(C(ON1N=NC2C=CC=NC1=2)=[N+](C)C)C.F[P-](F)(F)(F)(F)F. (6) Given the product [F:23][C:2]([F:1])([F:22])[C:3]1[C:11]2[CH2:10][CH2:9][CH2:8][CH2:7][C:6]=2[N:5]([C:12]2[CH:21]=[CH:20][C:15]([C:16]([OH:18])=[O:17])=[CH:14][CH:13]=2)[N:4]=1, predict the reactants needed to synthesize it. The reactants are: [F:1][C:2]([F:23])([F:22])[C:3]1[C:11]2[CH2:10][CH2:9][CH2:8][CH2:7][C:6]=2[N:5]([C:12]2[CH:21]=[CH:20][C:15]([C:16]([O:18]C)=[O:17])=[CH:14][CH:13]=2)[N:4]=1.[OH-].[Na+].O.